From a dataset of Forward reaction prediction with 1.9M reactions from USPTO patents (1976-2016). Predict the product of the given reaction. Given the reactants [C:1]1(P(C2C=CC=CC=2)C2C=CC3C(=CC=CC=3)C=2C2C3C(=CC=CC=3)C=CC=2P(C2C=CC=CC=2)C2C=CC=CC=2)C=CC=CC=1.[C:47](=[O:50])([O-])[O-:48].[Cs+].[Cs+].CO.Cl[C:56]1[N:61]=[C:60]([CH2:62][C:63]2[C:64]([C:74]3[CH:79]=[CH:78][CH:77]=[CH:76][CH:75]=3)=[N:65][N:66]3[CH:71]=[C:70]([O:72][CH3:73])[CH:69]=[CH:68][C:67]=23)[CH:59]=[N:58][CH:57]=1, predict the reaction product. The product is: [CH3:73][O:72][C:70]1[CH:69]=[CH:68][C:67]2[N:66]([N:65]=[C:64]([C:74]3[CH:79]=[CH:78][CH:77]=[CH:76][CH:75]=3)[C:63]=2[CH2:62][C:60]2[N:61]=[C:56]([C:47]([O:48][CH3:1])=[O:50])[CH:57]=[N:58][CH:59]=2)[CH:71]=1.